Dataset: Peptide-MHC class II binding affinity with 134,281 pairs from IEDB. Task: Regression. Given a peptide amino acid sequence and an MHC pseudo amino acid sequence, predict their binding affinity value. This is MHC class II binding data. The binding affinity (normalized) is 0.596. The MHC is DRB1_1302 with pseudo-sequence DRB1_1302. The peptide sequence is GERQIVDKIDAAFKI.